Task: Predict the product of the given reaction.. Dataset: Forward reaction prediction with 1.9M reactions from USPTO patents (1976-2016) (1) The product is: [C:1]([O:5][C:6](=[O:10])[CH2:7][CH2:8][Br:12])([CH3:4])([CH3:3])[CH3:2]. Given the reactants [C:1]([O:5][C:6](=[O:10])[CH2:7][CH2:8]O)([CH3:4])([CH3:3])[CH3:2].C(Br)(Br)(Br)[Br:12].C1(P(C2C=CC=CC=2)C2C=CC=CC=2)C=CC=CC=1, predict the reaction product. (2) Given the reactants [F:1][C:2]1[CH:3]=[C:4]([C@@H:9]2[CH2:13][N:12]([CH2:14][CH2:15][O:16][CH3:17])[CH2:11][C@H:10]2[NH2:18])[CH:5]=[CH:6][C:7]=1[F:8].[CH:19]1([N:25]2[C:29]([NH:30][C:31](=O)[O:32]C3C=CC=CC=3)=[C:28]([CH3:40])[C:27]([CH3:41])=[N:26]2)[CH2:24][CH2:23][CH2:22][CH2:21][CH2:20]1.CCN(C(C)C)C(C)C, predict the reaction product. The product is: [CH:19]1([N:25]2[C:29]([NH:30][C:31]([NH:18][C@H:10]3[C@H:9]([C:4]4[CH:5]=[CH:6][C:7]([F:8])=[C:2]([F:1])[CH:3]=4)[CH2:13][N:12]([CH2:14][CH2:15][O:16][CH3:17])[CH2:11]3)=[O:32])=[C:28]([CH3:40])[C:27]([CH3:41])=[N:26]2)[CH2:20][CH2:21][CH2:22][CH2:23][CH2:24]1. (3) Given the reactants [CH:1]1([NH:4][C:5](=[O:35])[C:6]2[CH:11]=[C:10]([N:12]3[CH:17]=[CH:16][N:15]=[C:14]([NH:18][C:19]([C:22]4[CH:27]=[CH:26][CH:25]=[CH:24][C:23]=4[CH2:28][CH2:29][CH2:30]O)([CH3:21])[CH3:20])[C:13]3=[O:32])[C:9]([CH3:33])=[C:8]([F:34])[CH:7]=2)[CH2:3][CH2:2]1.C(Br)(Br)(Br)[Br:37].C1(P(C2C=CC=CC=2)C2C=CC=CC=2)C=CC=CC=1, predict the reaction product. The product is: [Br:37][CH2:30][CH2:29][CH2:28][C:23]1[CH:24]=[CH:25][CH:26]=[CH:27][C:22]=1[C:19]([NH:18][C:14]1[C:13](=[O:32])[N:12]([C:10]2[CH:11]=[C:6]([CH:7]=[C:8]([F:34])[C:9]=2[CH3:33])[C:5]([NH:4][CH:1]2[CH2:3][CH2:2]2)=[O:35])[CH:17]=[CH:16][N:15]=1)([CH3:21])[CH3:20].